From a dataset of Forward reaction prediction with 1.9M reactions from USPTO patents (1976-2016). Predict the product of the given reaction. (1) Given the reactants P(Br)(Br)[Br:2].[CH3:5][O:6][C:7]1[CH:12]=[C:11]([CH3:13])[C:10]([S:14]([N:17]2[CH2:22][CH2:21][CH2:20][CH2:19][CH:18]2[CH2:23][CH2:24][CH2:25]O)(=[O:16])=[O:15])=[C:9]([CH3:27])[CH:8]=1.O, predict the reaction product. The product is: [Br:2][CH2:25][CH2:24][CH2:23][CH:18]1[CH2:19][CH2:20][CH2:21][CH2:22][N:17]1[S:14]([C:10]1[C:11]([CH3:13])=[CH:12][C:7]([O:6][CH3:5])=[CH:8][C:9]=1[CH3:27])(=[O:16])=[O:15]. (2) The product is: [CH:49]1([NH:54][C:30](=[O:31])[C:29]2[CH:33]=[CH:34][CH:35]=[C:27]([C:10]3[C:11]4[CH:17]=[CH:16][C:15](=[O:18])[N:14]([C:19]5[C:20]([F:26])=[CH:21][CH:22]=[CH:23][C:24]=5[F:25])[C:12]=4[N:13]=[C:8]([NH:7][CH2:6][CH2:5][CH2:4][N:3]([CH2:37][CH3:38])[CH2:1][CH3:2])[N:9]=3)[C:28]=2[CH3:36])[CH2:51][CH2:50]1. Given the reactants [CH2:1]([N:3]([CH2:37][CH3:38])[CH2:4][CH2:5][CH2:6][NH:7][C:8]1[N:9]=[C:10]([C:27]2[C:28]([CH3:36])=[C:29]([CH:33]=[CH:34][CH:35]=2)[C:30](O)=[O:31])[C:11]2[CH:17]=[CH:16][C:15](=[O:18])[N:14]([C:19]3[C:24]([F:25])=[CH:23][CH:22]=[CH:21][C:20]=3[F:26])[C:12]=2[N:13]=1)[CH3:2].CN(C(O[N:54]1N=[N:54][C:49]2[CH:50]=[CH:51][CH:51]=[CH:50][C:49]1=2)=[N+](C)C)C.F[P-](F)(F)(F)(F)F.C(N(CC)CC)C.C1(N)CC1, predict the reaction product. (3) Given the reactants [CH3:1][C:2]1([CH3:9])[CH2:7][CH2:6][C:5](=O)[CH2:4][CH2:3]1.[NH2:10][OH:11].Cl.C([O-])([O-])=O.[Na+].[Na+], predict the reaction product. The product is: [CH3:1][C:2]1([CH3:9])[CH2:7][CH2:6][C:5](=[N:10][OH:11])[CH2:4][CH2:3]1. (4) Given the reactants OO.[F:3][C:4]1[CH:5]=[C:6]([N:17]2[CH2:21][C@H:20]([CH2:22][NH:23][C:24](=[O:26])[CH3:25])[O:19][C:18]2=[O:27])[CH:7]=[CH:8][C:9]=1[C:10]1[S:11][CH2:12][C:13](=[O:16])[NH:14][N:15]=1.[C:28]([OH:31])(=[O:30])[CH3:29], predict the reaction product. The product is: [C:24]([NH:23][CH2:22][C@@H:20]1[O:19][C:18](=[O:27])[N:17]([C:6]2[CH:7]=[CH:8][C:9]([C:10]3[S:11][CH:12]([O:31][C:28](=[O:30])[CH3:29])[C:13](=[O:16])[NH:14][N:15]=3)=[C:4]([F:3])[CH:5]=2)[CH2:21]1)(=[O:26])[CH3:25]. (5) Given the reactants [F:1][C:2]1[C:7]2[N:8]([C:14]3[CH:19]=[CH:18][CH:17]=[CH:16][CH:15]=3)[C:9]([C@@H:11]([NH2:13])[CH3:12])=[N:10][C:6]=2[CH:5]=[CH:4][CH:3]=1.Cl[C:21]1[N:29]=[CH:28][N:27]=[C:26]2[C:22]=1[N:23]=[CH:24][NH:25]2.CCN(C(C)C)C(C)C, predict the reaction product. The product is: [F:1][C:2]1[C:7]2[N:8]([C:14]3[CH:15]=[CH:16][CH:17]=[CH:18][CH:19]=3)[C:9]([C@@H:11]([NH:13][C:21]3[N:29]=[CH:28][N:27]=[C:26]4[C:22]=3[N:23]=[CH:24][NH:25]4)[CH3:12])=[N:10][C:6]=2[CH:5]=[CH:4][CH:3]=1. (6) The product is: [F:39][C:18]([F:17])([F:38])[C:19]1[CH:33]=[C:32]([C:34]([F:37])([F:36])[F:35])[CH:31]=[CH:30][C:20]=1[CH2:21][N:22]1[CH2:27][CH2:26][CH:25](/[CH:28]=[C:10]2/[C:6]([NH:5][C@H:4]([C:3]([N:2]([CH3:1])[CH3:16])=[O:15])[CH2:12][O:13][CH3:14])=[N:7][C:8](=[O:11])[S:9]/2)[CH2:24][CH2:23]1. Given the reactants [CH3:1][N:2]([CH3:16])[C:3](=[O:15])[C@H:4]([CH2:12][O:13][CH3:14])[NH:5][C:6]1[CH2:10][S:9][C:8](=[O:11])[N:7]=1.[F:17][C:18]([F:39])([F:38])[C:19]1[CH:33]=[C:32]([C:34]([F:37])([F:36])[F:35])[CH:31]=[CH:30][C:20]=1[CH2:21][N:22]1[CH2:27][CH2:26][CH:25]([CH:28]=O)[CH2:24][CH2:23]1.C([O-])(=O)C.[NH2+]1CCCCC1, predict the reaction product. (7) The product is: [Cl:1][C:2]1[N:3]=[C:4]([N:20]2[CH2:21][CH2:22][O:23][CH2:24][CH2:25]2)[C:5]2[S:10][C:9]([C:11]3[CH:12]=[C:13]([C:14]([N:26]4[CH2:31][CH2:30][O:29][CH2:28][CH2:27]4)=[O:16])[CH:17]=[CH:18][CH:19]=3)=[CH:8][C:6]=2[N:7]=1. Given the reactants [Cl:1][C:2]1[N:3]=[C:4]([N:20]2[CH2:25][CH2:24][O:23][CH2:22][CH2:21]2)[C:5]2[S:10][C:9]([C:11]3[CH:12]=[C:13]([CH:17]=[CH:18][CH:19]=3)[C:14]([OH:16])=O)=[CH:8][C:6]=2[N:7]=1.[NH:26]1[CH2:31][CH2:30][O:29][CH2:28][CH2:27]1, predict the reaction product. (8) Given the reactants [I:1][C:2]1[CH:3]=[C:4]([CH:8]=[CH:9][CH:10]=1)[C:5](O)=[O:6].[C:11](N1C=CN=C1)([N:13]1C=CN=C1)=O.CN.C1COCC1.[Cl-].[NH4+], predict the reaction product. The product is: [I:1][C:2]1[CH:3]=[C:4]([CH:8]=[CH:9][CH:10]=1)[C:5]([NH:13][CH3:11])=[O:6]. (9) Given the reactants [Br:1][C:2]1[N:6]2[N:7]=[C:8](Cl)[CH:9]=[CH:10][C:5]2=[N:4][CH:3]=1.[NH2:12][CH2:13][C:14]1[CH:19]=[CH:18][CH:17]=[CH:16][N:15]=1.C(Cl)Cl.CO.[NH4+].[OH-], predict the reaction product. The product is: [Br:1][C:2]1[N:6]2[N:7]=[C:8]([NH:12][CH2:13][C:14]3[CH:19]=[CH:18][CH:17]=[CH:16][N:15]=3)[CH:9]=[CH:10][C:5]2=[N:4][CH:3]=1. (10) Given the reactants Br[C:2]1[CH:7]=[CH:6][CH:5]=[C:4]([O:8][CH:9]([F:11])[F:10])[CH:3]=1.[B:12]1([B:12]2[O:16][C:15]([CH3:18])([CH3:17])[C:14]([CH3:20])([CH3:19])[O:13]2)[O:16][C:15]([CH3:18])([CH3:17])[C:14]([CH3:20])([CH3:19])[O:13]1.C([O-])(=O)C.[K+], predict the reaction product. The product is: [F:10][CH:9]([F:11])[O:8][C:4]1[CH:3]=[C:2]([B:12]2[O:16][C:15]([CH3:18])([CH3:17])[C:14]([CH3:20])([CH3:19])[O:13]2)[CH:7]=[CH:6][CH:5]=1.